This data is from Merck oncology drug combination screen with 23,052 pairs across 39 cell lines. The task is: Regression. Given two drug SMILES strings and cell line genomic features, predict the synergy score measuring deviation from expected non-interaction effect. (1) Cell line: OCUBM. Drug 2: C#Cc1cccc(Nc2ncnc3cc(OCCOC)c(OCCOC)cc23)c1. Drug 1: NC(=O)c1cccc2cn(-c3ccc(C4CCCNC4)cc3)nc12. Synergy scores: synergy=36.4. (2) Drug 1: NC(=O)c1cccc2cn(-c3ccc(C4CCCNC4)cc3)nc12. Drug 2: Cn1cc(-c2cnn3c(N)c(Br)c(C4CCCNC4)nc23)cn1. Cell line: CAOV3. Synergy scores: synergy=31.9.